From a dataset of Full USPTO retrosynthesis dataset with 1.9M reactions from patents (1976-2016). Predict the reactants needed to synthesize the given product. (1) Given the product [Si:15]([O:22][C@@H:23]([CH2:27][CH2:28][C:29]1[CH:34]=[CH:33][CH:32]=[CH:31][CH:30]=1)[C@H:24]([N:40]1[CH:39]=[N:38][C:37]2[C:41]1=[N:42][CH:43]=[N:44][C:36]=2[Cl:35])[CH3:25])([C:18]([CH3:21])([CH3:20])[CH3:19])([CH3:17])[CH3:16], predict the reactants needed to synthesize it. The reactants are: N(C(OC(C)C)=O)=NC(OC(C)C)=O.[Si:15]([O:22][C@@H:23]([CH2:27][CH2:28][C:29]1[CH:34]=[CH:33][CH:32]=[CH:31][CH:30]=1)[C@@H:24](O)[CH3:25])([C:18]([CH3:21])([CH3:20])[CH3:19])([CH3:17])[CH3:16].[Cl:35][C:36]1[N:44]=[CH:43][N:42]=[C:41]2[C:37]=1[N:38]=[CH:39][NH:40]2.C1(P(C2C=CC=CC=2)C2C=CC=CC=2)C=CC=CC=1. (2) Given the product [CH3:1][N:2]([CH2:4][CH2:5]/[CH:6]=[C:7]1/[C:8]2[CH:9]=[CH:10][CH:11]=[CH:12][C:13]=2[CH2:14][O:15][C:16]2[CH:21]=[CH:20][C:19]([CH2:22][C:23]([OH:25])=[O:24])=[CH:18][C:17]/1=2)[CH3:3].[ClH:26], predict the reactants needed to synthesize it. The reactants are: [CH3:1][N:2]([CH2:4][CH2:5]/[CH:6]=[C:7]1/[C:8]2[CH:9]=[CH:10][CH:11]=[CH:12][C:13]=2[CH2:14][O:15][C:16]2[CH:21]=[CH:20][C:19]([CH2:22][C:23]([OH:25])=[O:24])=[CH:18][C:17]/1=2)[CH3:3].[ClH:26].